Dataset: Forward reaction prediction with 1.9M reactions from USPTO patents (1976-2016). Task: Predict the product of the given reaction. Given the reactants [Si:1]([O:8][CH2:9][CH2:10][C@H:11]([NH:19][C:20]1[O:21][C:22]([CH3:44])([CH3:43])[CH:23]([C:28]2[CH:33]=[CH:32][C:31](B3OC(C)(C)C(C)(C)O3)=[CH:30][CH:29]=2)[S:24](=[O:27])(=[O:26])[N:25]=1)[C:12]1[CH:17]=[CH:16][CH:15]=[CH:14][C:13]=1[F:18])([C:4]([CH3:7])([CH3:6])[CH3:5])([CH3:3])[CH3:2].[C:45]([N:49]1[CH2:54][CH:53]=[C:52](OS(C(F)(F)F)(=O)=O)[CH2:51][CH2:50]1)([CH3:48])([CH3:47])[CH3:46].C(=O)([O-])[O-].[Cs+].[Cs+], predict the reaction product. The product is: [Si:1]([O:8][CH2:9][CH2:10][C@H:11]([NH:19][C:20]1[O:21][C:22]([CH3:44])([CH3:43])[CH:23]([C:28]2[CH:29]=[CH:30][C:31]([C:52]3[CH2:51][CH2:50][N:49]([C:45]([CH3:46])([CH3:47])[CH3:48])[CH2:54][CH:53]=3)=[CH:32][CH:33]=2)[S:24](=[O:27])(=[O:26])[N:25]=1)[C:12]1[CH:17]=[CH:16][CH:15]=[CH:14][C:13]=1[F:18])([C:4]([CH3:7])([CH3:5])[CH3:6])([CH3:3])[CH3:2].